Dataset: Peptide-MHC class II binding affinity with 134,281 pairs from IEDB. Task: Regression. Given a peptide amino acid sequence and an MHC pseudo amino acid sequence, predict their binding affinity value. This is MHC class II binding data. (1) The peptide sequence is PNMLRIMASLVLARK. The MHC is DRB1_0701 with pseudo-sequence DRB1_0701. The binding affinity (normalized) is 0.608. (2) The binding affinity (normalized) is 0.936. The peptide sequence is DQEYQRLIHSLSNVK. The MHC is DRB1_0101 with pseudo-sequence DRB1_0101. (3) The peptide sequence is AATAAAAAAVDRGDP. The MHC is DRB5_0101 with pseudo-sequence DRB5_0101. The binding affinity (normalized) is 0.0656. (4) The peptide sequence is DIDCWCYGVENVRVA. The MHC is DRB1_0701 with pseudo-sequence DRB1_0701. The binding affinity (normalized) is 0.594. (5) The peptide sequence is GEVQIVDKIDAAFKI. The MHC is DRB1_0401 with pseudo-sequence DRB1_0401. The binding affinity (normalized) is 0.499. (6) The peptide sequence is LENDNQLLYNYPGAL. The MHC is HLA-DQA10201-DQB10202 with pseudo-sequence HLA-DQA10201-DQB10202. The binding affinity (normalized) is 0.135. (7) The peptide sequence is EKKCFAATQFEPLAA. The MHC is HLA-DQA10401-DQB10402 with pseudo-sequence HLA-DQA10401-DQB10402. The binding affinity (normalized) is 0.586. (8) The MHC is HLA-DQA10501-DQB10402 with pseudo-sequence HLA-DQA10501-DQB10402. The binding affinity (normalized) is 0.413. The peptide sequence is EEAEISGSSARYDVA.